From a dataset of Reaction yield outcomes from USPTO patents with 853,638 reactions. Predict the reaction yield, written as a fraction of the theoretical maximum amount of product (1.0 means a 100% yield; for example, 0.34 means a 34% yield). (1) The reactants are [H-].[Na+].[N:3]1[CH:8]=[CH:7][CH:6]=[CH:5][C:4]=1[NH:9][C:10]1[CH:15]=[CH:14][CH:13]=[CH:12][N:11]=1.Br[CH2:17][CH2:18][CH2:19][CH2:20][CH2:21][C:22]([O:24][CH3:25])=[O:23].CCOC(C)=O. The catalyst is CN(C=O)C.[Cl-].[Na+].O. The product is [CH3:25][O:24][C:22](=[O:23])[CH2:21][CH2:20][CH2:19][CH2:18][CH2:17][N:9]([C:10]1[CH:15]=[CH:14][CH:13]=[CH:12][N:11]=1)[C:4]1[CH:5]=[CH:6][CH:7]=[CH:8][N:3]=1. The yield is 0.240. (2) The reactants are Cl[C:2]1[N:7]=[C:6]([Cl:8])[C:5]([C:9]([O:11][CH3:12])=[O:10])=[CH:4][N:3]=1.[CH:13]([C@H:16]1[NH:21][CH2:20][CH2:19][N:18]2[C:22]3[CH:28]=[C:27]([S:29]([CH3:32])(=[O:31])=[O:30])[C:26]([C:33]([O:35][CH3:36])=[O:34])=[CH:25][C:23]=3[N:24]=[C:17]12)([CH3:15])[CH3:14].O. The catalyst is ClC(Cl)C.C(O)(C)(C)C.[Cl-].[Cl-].[Zn+2]. The product is [Cl:8][C:6]1[C:5]([C:9]([O:11][CH3:12])=[O:10])=[CH:4][N:3]=[C:2]([N:21]2[CH2:20][CH2:19][N:18]3[C:22]4[CH:28]=[C:27]([S:29]([CH3:32])(=[O:30])=[O:31])[C:26]([C:33]([O:35][CH3:36])=[O:34])=[CH:25][C:23]=4[N:24]=[C:17]3[C@H:16]2[CH:13]([CH3:15])[CH3:14])[N:7]=1. The yield is 0.773. (3) The reactants are [OH-].[Na+].Cl.Cl.[NH2:5][CH2:6][CH2:7][O:8][CH2:9][CH2:10][NH2:11].[CH3:12][C:13]([O:16][C:17](O[C:17]([O:16][C:13]([CH3:15])([CH3:14])[CH3:12])=[O:18])=[O:18])([CH3:15])[CH3:14]. The catalyst is CO.C1COCC1. The product is [NH2:5][CH2:6][CH2:7][O:8][CH2:9][CH2:10][NH:11][C:17](=[O:18])[O:16][C:13]([CH3:15])([CH3:14])[CH3:12]. The yield is 0.740. (4) The reactants are [CH3:1][N:2]([C:10]([C:12]1[CH:17]=[CH:16][C:15]([NH:18][CH:19]([C:28]2[O:29][C:30]3[CH:37]=[CH:36][CH:35]=[CH:34][C:31]=3[C:32]=2[CH3:33])[CH2:20][O:21][C:22]2[CH:27]=[CH:26][CH:25]=[CH:24][CH:23]=2)=[CH:14][CH:13]=1)=[O:11])[CH2:3][CH2:4][C:5]([O:7]CC)=[O:6].O1CCCC1.[OH-].[Na+]. The catalyst is C(O)C. The product is [CH3:1][N:2]([C:10]([C:12]1[CH:13]=[CH:14][C:15]([NH:18][CH:19]([C:28]2[O:29][C:30]3[CH:37]=[CH:36][CH:35]=[CH:34][C:31]=3[C:32]=2[CH3:33])[CH2:20][O:21][C:22]2[CH:27]=[CH:26][CH:25]=[CH:24][CH:23]=2)=[CH:16][CH:17]=1)=[O:11])[CH2:3][CH2:4][C:5]([OH:7])=[O:6]. The yield is 0.700. (5) The reactants are C([O-])=O.[NH4+].C(OC([N:15]1[CH2:20][CH2:19][C:18]([CH2:27][C:28](=[O:39])[NH:29][CH2:30][CH2:31][C:32]2[CH:37]=[CH:36][CH:35]=[CH:34][C:33]=2[F:38])([C:21]2[CH:26]=[CH:25][CH:24]=[CH:23][CH:22]=2)[CH2:17][CH2:16]1)=O)C1C=CC=CC=1. The catalyst is CO.[Pd]. The product is [F:38][C:33]1[CH:34]=[CH:35][CH:36]=[CH:37][C:32]=1[CH2:31][CH2:30][NH:29][C:28](=[O:39])[CH2:27][C:18]1([C:21]2[CH:26]=[CH:25][CH:24]=[CH:23][CH:22]=2)[CH2:19][CH2:20][NH:15][CH2:16][CH2:17]1. The yield is 0.870.